Dataset: Forward reaction prediction with 1.9M reactions from USPTO patents (1976-2016). Task: Predict the product of the given reaction. (1) Given the reactants C([O:3][C:4](=O)[CH2:5][O:6][C:7]1[C:15]([Br:16])=[C:14]2[C:10]([CH:11]=[N:12][N:13]2[CH2:17][C@@H:18]([NH:20][C:21]([O:23][CH2:24][C:25]2[CH:30]=[CH:29][CH:28]=[CH:27][CH:26]=2)=[O:22])[CH3:19])=[CH:9][CH:8]=1)C.[BH4-].[Na+].[Cl-].[Ca+2].[Cl-], predict the reaction product. The product is: [CH2:24]([O:23][C:21](=[O:22])[NH:20][C@@H:18]([CH3:19])[CH2:17][N:13]1[C:14]2[C:10](=[CH:9][CH:8]=[C:7]([O:6][CH2:5][CH2:4][OH:3])[C:15]=2[Br:16])[CH:11]=[N:12]1)[C:25]1[CH:30]=[CH:29][CH:28]=[CH:27][CH:26]=1. (2) The product is: [C:3]1([C:1]([NH:19][CH2:18][C@@H:17]2[CH2:16][CH2:33][CH2:34][C@H:30]([NH:31][C:35]([C:34]3[C:30]([C:24]4[CH:25]=[CH:26][CH:27]=[C:28]([I:29])[C:23]=4[F:22])=[N:31][O:32][C:33]=3[CH3:38])=[O:37])[CH2:24]2)=[O:2])[CH:23]=[CH:28][CH:27]=[CH:26][CH:25]=1. Given the reactants [C:1](O)([C:3](F)(F)F)=[O:2].ClCCl.CCN=C=N[CH2:16][CH2:17][CH2:18][N:19](C)C.[F:22][C:23]1[C:28]([I:29])=[CH:27][CH:26]=[CH:25][C:24]=1[C:30]1[C:34]([C:35]([OH:37])=O)=[C:33]([CH3:38])[O:32][N:31]=1, predict the reaction product. (3) Given the reactants [ClH:1].Cl.[NH2:3][C:4]1[CH:23]=[CH:22][C:7]2[CH:8]=[C:9]([C:11]([NH:13][C@@H:14]3[CH:19]4[CH2:20][CH2:21][N:16]([CH2:17][CH2:18]4)[CH2:15]3)=[O:12])[S:10][C:6]=2[CH:5]=1.C(N(CC)CC)C.[Br:31][C:32]1[CH:33]=[C:34]([N:38]=[C:39]=[O:40])[CH:35]=[CH:36][CH:37]=1, predict the reaction product. The product is: [ClH:1].[N:16]12[CH2:21][CH2:20][CH:19]([CH2:18][CH2:17]1)[C@@H:14]([NH:13][C:11]([C:9]1[S:10][C:6]3[CH:5]=[C:4]([NH:3][C:39]([NH:38][C:34]4[CH:35]=[CH:36][CH:37]=[C:32]([Br:31])[CH:33]=4)=[O:40])[CH:23]=[CH:22][C:7]=3[CH:8]=1)=[O:12])[CH2:15]2. (4) The product is: [CH3:1][O:2][C:3]1[CH:8]=[CH:7][C:6]([CH2:9][CH:10]=[O:14])=[CH:5][CH:4]=1. Given the reactants [CH3:1][O:2][C:3]1[CH:8]=[CH:7][C:6]([CH:9](O)[CH3:10])=[CH:5][CH:4]=1.CC(OI1(OC(C)=O)(OC(C)=O)OC(=O)C2C=CC=CC1=2)=[O:14], predict the reaction product. (5) Given the reactants [C:1]([N:5]([CH3:33])[C:6]([C:8]1[C:9]2[CH2:25][O:24][C:23]3[CH:22]=[C:21]([O:26][CH3:27])[C:20]([C:28]4[CH2:29][O:30][CH2:31][CH:32]=4)=[CH:19][C:18]=3[C:10]=2[N:11]([C:13]2[CH:17]=[CH:16][S:15][CH:14]=2)[N:12]=1)=[O:7])([CH3:4])([CH3:3])[CH3:2].[H][H].C(N(CC)CC)C, predict the reaction product. The product is: [C:1]([N:5]([CH3:33])[C:6]([C:8]1[C:9]2[CH2:25][O:24][C:23]3[CH:22]=[C:21]([O:26][CH3:27])[C:20]([CH:28]4[CH2:32][CH2:31][O:30][CH2:29]4)=[CH:19][C:18]=3[C:10]=2[N:11]([C:13]2[CH:17]=[CH:16][S:15][CH:14]=2)[N:12]=1)=[O:7])([CH3:3])([CH3:4])[CH3:2].